From a dataset of Reaction yield outcomes from USPTO patents with 853,638 reactions. Predict the reaction yield, written as a fraction of the theoretical maximum amount of product (1.0 means a 100% yield; for example, 0.34 means a 34% yield). (1) The reactants are [OH:1][C@@H:2]1[CH2:7][CH2:6][CH2:5][CH2:4][C@H:3]1[NH:8][C:9]1[S:10][C:11]2[CH:17]=[C:16]([CH2:18][N:19]3[C:23]4=[N:24][CH:25]=[C:26]([C:28](OC)=[O:29])[CH:27]=[C:22]4[N:21]=[CH:20]3)[CH:15]=[CH:14][C:12]=2[N:13]=1.[H-].C([Al+]CC(C)C)C(C)C.Cl. The catalyst is C(Cl)Cl. The product is [OH:29][CH2:28][C:26]1[CH:27]=[C:22]2[N:21]=[CH:20][N:19]([CH2:18][C:16]3[CH:15]=[CH:14][C:12]4[N:13]=[C:9]([NH:8][C@@H:3]5[CH2:4][CH2:5][CH2:6][CH2:7][C@H:2]5[OH:1])[S:10][C:11]=4[CH:17]=3)[C:23]2=[N:24][CH:25]=1. The yield is 0.280. (2) The reactants are [CH2:1]([N:3]([CH2:33][CH3:34])[C:4]1[CH:5]=[C:6]([O:10][C:11]2[CH:12]=[C:13]3[C:17](=[C:18]([C:20]#[N:21])[CH:19]=2)[NH:16][CH:15]=[C:14]3[CH:22]2[CH2:27][CH2:26][N:25]([S:28]([CH2:31][CH3:32])(=[O:30])=[O:29])[CH2:24][CH2:23]2)[CH:7]=[CH:8][CH:9]=1)[CH3:2].CC[O:37]C(C)=O.O. No catalyst specified. The product is [CH2:33]([N:3]([CH2:1][CH3:2])[C:4]1[CH:5]=[C:6]([O:10][C:11]2[CH:12]=[C:13]3[C:17](=[C:18]([C:20]([NH2:21])=[O:37])[CH:19]=2)[NH:16][CH:15]=[C:14]3[CH:22]2[CH2:23][CH2:24][N:25]([S:28]([CH2:31][CH3:32])(=[O:30])=[O:29])[CH2:26][CH2:27]2)[CH:7]=[CH:8][CH:9]=1)[CH3:34]. The yield is 0.0800.